This data is from Full USPTO retrosynthesis dataset with 1.9M reactions from patents (1976-2016). The task is: Predict the reactants needed to synthesize the given product. Given the product [CH2:14]([N:16]1[CH2:2][CH2:3][N:4]2[N:5]=[C:6]([N+:11]([O-:13])=[O:12])[CH:7]=[C:8]2[CH2:9]1)[CH3:15], predict the reactants needed to synthesize it. The reactants are: Br[CH2:2][CH2:3][N:4]1[C:8]([CH2:9]Br)=[CH:7][C:6]([N+:11]([O-:13])=[O:12])=[N:5]1.[CH2:14]([NH2:16])[CH3:15].